Dataset: Catalyst prediction with 721,799 reactions and 888 catalyst types from USPTO. Task: Predict which catalyst facilitates the given reaction. (1) Reactant: [C:1]([C:5]1[CH:6]=[CH:7][CH:8]=[C:9]2[C:14]=1[N:13]=[C:12]([CH2:15][O:16][SiH:17]([CH3:19])[CH3:18])[CH:11]=[CH:10]2)([CH3:4])([CH3:3])[CH3:2].[Br:20]Br.C(OC(=O)C)C. Product: [Br:20][C:8]1[CH:7]=[CH:6][C:5]([C:1]([CH3:4])([CH3:2])[CH3:3])=[C:14]2[C:9]=1[CH:10]=[CH:11][C:12]([CH2:15][O:16][SiH:17]([CH3:19])[CH3:18])=[N:13]2. The catalyst class is: 4. (2) Product: [F:24][C:25]1[CH:32]=[CH:31][C:28]([CH2:29][NH:23][CH:20]2[CH2:21][CH2:22][N:17]([C:10]3[C:11]4[C:16](=[CH:15][CH:14]=[CH:13][CH:12]=4)[C:7]([C:6]4[N:2]([CH3:1])[N:3]=[CH:4][CH:5]=4)=[N:8][N:9]=3)[CH2:18][CH2:19]2)=[C:27]([C:33]([F:34])([F:35])[F:36])[CH:26]=1. Reactant: [CH3:1][N:2]1[C:6]([C:7]2[C:16]3[C:11](=[CH:12][CH:13]=[CH:14][CH:15]=3)[C:10]([N:17]3[CH2:22][CH2:21][CH:20]([NH2:23])[CH2:19][CH2:18]3)=[N:9][N:8]=2)=[CH:5][CH:4]=[N:3]1.[F:24][C:25]1[CH:32]=[CH:31][C:28]([CH:29]=O)=[C:27]([C:33]([F:36])([F:35])[F:34])[CH:26]=1. The catalyst class is: 43. (3) Reactant: Br[C:2]1[S:6][C:5]2=[N:7][C:8]([CH3:10])=[CH:9][N:4]2[N:3]=1.[CH3:11][O:12][C:13]1[CH:18]=[C:17](B2OC(C)(C)C(C)(C)O2)[CH:16]=[CH:15][C:14]=1[OH:28].C([O-])([O-])=O.[Na+].[Na+]. Product: [CH3:11][O:12][C:13]1[CH:18]=[C:17]([C:2]2[S:6][C:5]3=[N:7][C:8]([CH3:10])=[CH:9][N:4]3[N:3]=2)[CH:16]=[CH:15][C:14]=1[OH:28]. The catalyst class is: 184. (4) Reactant: [NH2:1][C@@H:2]([CH2:6][CH3:7])[C:3]([OH:5])=[O:4].[F:8][C:9]([F:20])([F:19])[C:10](O[C:10](=[O:11])[C:9]([F:20])([F:19])[F:8])=[O:11]. Product: [F:8][C:9]([F:20])([F:19])[C:10]([NH:1][C@@H:2]([CH2:6][CH3:7])[C:3]([OH:5])=[O:4])=[O:11]. The catalyst class is: 4.